This data is from Forward reaction prediction with 1.9M reactions from USPTO patents (1976-2016). The task is: Predict the product of the given reaction. Given the reactants [Cl:1][CH2:2][CH2:3][CH2:4][CH2:5][C:6]1[N:7]([CH3:20])[N:8]=[C:9]2[C:18]=1[C:17]1[CH:16]=[CH:15][CH:14]=[CH:13][C:12]=1[N:11]=[C:10]2[NH2:19].FC(F)(F)C(O)=O, predict the reaction product. The product is: [Cl:1][CH2:2][CH2:3][CH2:4][CH2:5][C:6]1[N:7]([CH3:20])[N:8]=[C:9]2[C:18]=1[C:17]1[CH2:16][CH2:15][CH2:14][CH2:13][C:12]=1[N:11]=[C:10]2[NH2:19].